From a dataset of NCI-60 drug combinations with 297,098 pairs across 59 cell lines. Regression. Given two drug SMILES strings and cell line genomic features, predict the synergy score measuring deviation from expected non-interaction effect. Drug 1: C1C(C(OC1N2C=NC3=C(N=C(N=C32)Cl)N)CO)O. Drug 2: CN(CCCl)CCCl.Cl. Cell line: OVCAR-5. Synergy scores: CSS=21.1, Synergy_ZIP=-7.44, Synergy_Bliss=-1.02, Synergy_Loewe=-2.02, Synergy_HSA=-2.06.